Dataset: CYP2D6 inhibition data for predicting drug metabolism from PubChem BioAssay. Task: Regression/Classification. Given a drug SMILES string, predict its absorption, distribution, metabolism, or excretion properties. Task type varies by dataset: regression for continuous measurements (e.g., permeability, clearance, half-life) or binary classification for categorical outcomes (e.g., BBB penetration, CYP inhibition). Dataset: cyp2d6_veith. (1) The molecule is CC(C)(C)C1CCc2c(C(=O)N/N=C/c3cccs3)csc2C1. The result is 0 (non-inhibitor). (2) The molecule is O=C(Nc1ccccc1)N1CCCC2(CCN(C(=O)c3cc(C(F)(F)F)cc(C(F)(F)F)c3)CC2)C1. The result is 0 (non-inhibitor). (3) The drug is COc1ccc(Oc2ncc3nc(-c4cccc(C#N)c4)c(=O)n(C)c3n2)cc1. The result is 0 (non-inhibitor). (4) The compound is COc1ccc(CCNC(=O)C2CCN(S(=O)(=O)c3cccc4nsnc34)CC2)cc1OC. The result is 0 (non-inhibitor). (5) The molecule is Cc1ccc(C)c(-c2cc(C(=O)Nc3nccs3)c3ccccc3n2)c1. The result is 0 (non-inhibitor). (6) The drug is CCOC(=O)c1cnc(-n2nc(C)cc2C)nc1NCCO. The result is 0 (non-inhibitor).